This data is from Reaction yield outcomes from USPTO patents with 853,638 reactions. The task is: Predict the reaction yield, written as a fraction of the theoretical maximum amount of product (1.0 means a 100% yield; for example, 0.34 means a 34% yield). (1) The reactants are [C:1]([O:5][C:6](=[O:18])[NH:7][CH2:8][C:9]1[CH:14]=[CH:13][C:12]([F:15])=[CH:11][C:10]=1[CH2:16]O)([CH3:4])([CH3:3])[CH3:2].C1(P([N:33]=[N+:34]=[N-:35])(C2C=CC=CC=2)=O)C=CC=CC=1.C1CCN2C(=NCCC2)CC1. The catalyst is C1COCC1.O. The product is [C:1]([O:5][C:6](=[O:18])[NH:7][CH2:8][C:9]1[CH:14]=[CH:13][C:12]([F:15])=[CH:11][C:10]=1[CH2:16][N:33]=[N+:34]=[N-:35])([CH3:4])([CH3:3])[CH3:2]. The yield is 0.760. (2) The reactants are [CH3:1][O:2][C:3]1[CH:8]=[CH:7][C:6]([CH2:9][C:10]([OH:12])=[O:11])=[CH:5][CH:4]=1.[CH2:13]([O:20][C:21]1[CH:26]=[CH:25][C:24]([C:27](=[O:36])[CH2:28]CC2C=CC=CC=2)=[CH:23][CH:22]=1)[C:14]1[CH:19]=[CH:18][CH:17]=[CH:16][CH:15]=1. The catalyst is C(#N)C. The yield is 0.710. The product is [CH3:1][O:2][C:3]1[CH:4]=[CH:5][C:6]([CH2:9][C:10]([O:12][CH2:28][C:27]([C:24]2[CH:25]=[CH:26][C:21]([O:20][CH2:13][C:14]3[CH:19]=[CH:18][CH:17]=[CH:16][CH:15]=3)=[CH:22][CH:23]=2)=[O:36])=[O:11])=[CH:7][CH:8]=1. (3) The reactants are Br.[Br:2][C:3]1[CH:4]=[C:5]([C:10]([C:15]2[CH:16]=[N:17][CH:18]=[CH:19][CH:20]=2)(O)[CH:11]([CH3:13])[CH3:12])[CH:6]=[C:7]([Cl:9])[CH:8]=1.O. The catalyst is C(O)(=O)C. The product is [Br:2][C:3]1[CH:4]=[C:5]([C:10]([C:15]2[CH:16]=[N:17][CH:18]=[CH:19][CH:20]=2)=[C:11]([CH3:13])[CH3:12])[CH:6]=[C:7]([Cl:9])[CH:8]=1. The yield is 0.650. (4) The reactants are [F:1][C:2]1[CH:10]=[C:9]2[C:5]([CH:6]=[C:7]([CH3:11])[NH:8]2)=[CH:4][C:3]=1[O:12]C.B(Br)(Br)Br. The catalyst is C(Cl)Cl. The yield is 0.800. The product is [F:1][C:2]1[CH:10]=[C:9]2[C:5]([CH:6]=[C:7]([CH3:11])[NH:8]2)=[CH:4][C:3]=1[OH:12]. (5) The reactants are [N:1]1[C:6]2[NH:7][C:8]3[C:13]([C:5]=2[C:4]([C:14]2[CH:15]=[C:16]([NH:20][CH2:21][CH2:22][NH:23][C:24](=[O:30])[O:25][C:26]([CH3:29])([CH3:28])[CH3:27])[CH:17]=[CH:18][CH:19]=2)=[CH:3][CH:2]=1)=[CH:12][CH:11]=[CH:10][CH:9]=3.Br[C:32]1C2C3C(=CC=CC=3)NC=2N=CC=1.C(=O)([O-])[O-].[Na+].[Na+]. The catalyst is C1C=CC([P]([Pd]([P](C2C=CC=CC=2)(C2C=CC=CC=2)C2C=CC=CC=2)([P](C2C=CC=CC=2)(C2C=CC=CC=2)C2C=CC=CC=2)[P](C2C=CC=CC=2)(C2C=CC=CC=2)C2C=CC=CC=2)(C2C=CC=CC=2)C2C=CC=CC=2)=CC=1.O1CCOCC1. The product is [N:1]1[C:6]2[NH:7][C:8]3[C:13]([C:5]=2[C:4]([C:14]2[CH:15]=[C:16]([NH:20][CH:21]([CH3:32])[CH2:22][NH:23][C:24](=[O:30])[O:25][C:26]([CH3:27])([CH3:29])[CH3:28])[CH:17]=[CH:18][CH:19]=2)=[CH:3][CH:2]=1)=[CH:12][CH:11]=[CH:10][CH:9]=3. The yield is 0.470. (6) The reactants are Br[C:2]1[CH:3]=[C:4]([C:10]([O:12][CH3:13])=[O:11])[S:5][C:6]=1[CH2:7][CH2:8][CH3:9].C(=O)([O-])[O-].[K+].[K+].[CH3:20][N:21]1[C:25](B2OC(C)(C)C(C)(C)O2)=[CH:24][CH:23]=[N:22]1. The catalyst is CC(C)([P](C(C)(C)C)([Pd][P](C(C)(C)C)(C(C)(C)C)C(C)(C)C)C(C)(C)C)C. The product is [CH3:20][N:21]1[C:25]([C:2]2[CH:3]=[C:4]([C:10]([O:12][CH3:13])=[O:11])[S:5][C:6]=2[CH2:7][CH2:8][CH3:9])=[CH:24][CH:23]=[N:22]1. The yield is 0.990. (7) The reactants are [Cl:1][C:2]1[CH:14]=[C:13]([CH2:15][OH:16])[C:12]([O:17][CH3:18])=[CH:11][C:3]=1[O:4][CH2:5][C:6]([O:8]CC)=[O:7].O.[OH-].[Li+]. The catalyst is C1COCC1. The product is [Cl:1][C:2]1[CH:14]=[C:13]([CH2:15][OH:16])[C:12]([O:17][CH3:18])=[CH:11][C:3]=1[O:4][CH2:5][C:6]([OH:8])=[O:7]. The yield is 0.950. (8) The reactants are [Cl:1][C:2]1[N:3]=[C:4]([C:9]([OH:11])=O)[NH:5][C:6]=1[CH2:7][CH3:8].S(Cl)(Cl)=O.[NH2:16][C:17]1[CH:22]=[CH:21][C:20]([C:23]2[O:24][CH:25]=[C:26]([C:28]([O:30][CH3:31])=[O:29])[N:27]=2)=[CH:19][C:18]=1[CH3:32]. The catalyst is N1C=CC=CC=1. The product is [Cl:1][C:2]1[N:3]=[C:4]([C:9]([NH:16][C:17]2[CH:22]=[CH:21][C:20]([C:23]3[O:24][CH:25]=[C:26]([C:28]([O:30][CH3:31])=[O:29])[N:27]=3)=[CH:19][C:18]=2[CH3:32])=[O:11])[NH:5][C:6]=1[CH2:7][CH3:8]. The yield is 0.500.